From a dataset of Catalyst prediction with 721,799 reactions and 888 catalyst types from USPTO. Predict which catalyst facilitates the given reaction. (1) Reactant: [NH2:1][C:2]1[CH:3]=[C:4]2[C:9](=[C:10]([CH2:12][CH:13]([OH:16])[CH2:14][OH:15])[CH:11]=1)[N:8]=[CH:7][C:6]([C:17]#[N:18])=[C:5]2[NH:19][C:20]1[CH:25]=[CH:24][C:23]([F:26])=[C:22]([Cl:27])[CH:21]=1.C(O)C.[NH:31]1[C:35]([CH:36]=O)=[CH:34][N:33]=[CH:32]1.C(O[BH-](OC(=O)C)OC(=O)C)(=O)C.[Na+]. Product: [Cl:27][C:22]1[CH:21]=[C:20]([NH:19][C:5]2[C:4]3[C:9](=[C:10]([CH2:12][CH:13]([OH:16])[CH2:14][OH:15])[CH:11]=[C:2]([NH:1][CH2:36][C:35]4[NH:31][CH:32]=[N:33][CH:34]=4)[CH:3]=3)[N:8]=[CH:7][C:6]=2[C:17]#[N:18])[CH:25]=[CH:24][C:23]=1[F:26]. The catalyst class is: 15. (2) Reactant: [Cl-].O[NH3+:3].[C:4](=[O:7])([O-])[OH:5].[Na+].CS(C)=O.[Si]([O:20][CH2:21][C:22]([CH3:58])([CH3:57])[O:23][C:24]1[CH:29]=[CH:28][C:27]([C:30]2[C:35](=[O:36])[N:34]([CH2:37][C:38]3[CH:43]=[CH:42][C:41]([C:44]4[C:45]([C:50]#[N:51])=[CH:46][CH:47]=[CH:48][CH:49]=4)=[CH:40][C:39]=3[F:52])[C:33]([CH2:53][CH2:54][CH3:55])=[N:32][C:31]=2[CH3:56])=[CH:26][CH:25]=1)(C(C)(C)C)(C)C. Product: [F:52][C:39]1[CH:40]=[C:41]([C:44]2[CH:49]=[CH:48][CH:47]=[CH:46][C:45]=2[C:50]2[NH:3][C:4](=[O:7])[O:5][N:51]=2)[CH:42]=[CH:43][C:38]=1[CH2:37][N:34]1[C:35](=[O:36])[C:30]([C:27]2[CH:28]=[CH:29][C:24]([O:23][C:22]([CH3:58])([CH3:57])[CH2:21][OH:20])=[CH:25][CH:26]=2)=[C:31]([CH3:56])[N:32]=[C:33]1[CH2:53][CH2:54][CH3:55]. The catalyst class is: 13. (3) Reactant: [C:1]([O:5][C:6]([N:8]1[CH2:13][CH2:12][CH:11]([NH:14][C@H:15]([C:18]2[CH:23]=[CH:22][CH:21]=[CH:20][CH:19]=2)[CH2:16][OH:17])[CH2:10][CH2:9]1)=[O:7])([CH3:4])([CH3:3])[CH3:2].N1C=CC=CC=1.Cl[C:31](Cl)([O:33]C(=O)OC(Cl)(Cl)Cl)Cl. Product: [C:1]([O:5][C:6]([N:8]1[CH2:9][CH2:10][CH:11]([N:14]2[C@H:15]([C:18]3[CH:19]=[CH:20][CH:21]=[CH:22][CH:23]=3)[CH2:16][O:17][C:31]2=[O:33])[CH2:12][CH2:13]1)=[O:7])([CH3:4])([CH3:2])[CH3:3]. The catalyst class is: 4.